Dataset: Forward reaction prediction with 1.9M reactions from USPTO patents (1976-2016). Task: Predict the product of the given reaction. Given the reactants [Cl:1][C:2]1[N:11]=[C:10]([C:12]2[O:13][CH:14]=[CH:15][CH:16]=2)[C:9]([C:17]2[CH:22]=[CH:21][N:20]=[CH:19][N:18]=2)=[CH:8][C:3]=1[C:4]([O:6]C)=[O:5].[OH-].[Na+], predict the reaction product. The product is: [Cl:1][C:2]1[N:11]=[C:10]([C:12]2[O:13][CH:14]=[CH:15][CH:16]=2)[C:9]([C:17]2[CH:22]=[CH:21][N:20]=[CH:19][N:18]=2)=[CH:8][C:3]=1[C:4]([OH:6])=[O:5].